Dataset: Forward reaction prediction with 1.9M reactions from USPTO patents (1976-2016). Task: Predict the product of the given reaction. Given the reactants [NH:1]1[C:9]2[C:4](=[CH:5][CH:6]=[CH:7][CH:8]=2)[CH:3]=[CH:2]1.Cl[C:11]1[CH:16]=[CH:15][C:14]([CH3:17])=[CH:13][CH:12]=1.CC([O-])(C)C.[Na+], predict the reaction product. The product is: [CH3:17][C:14]1[CH:15]=[CH:16][C:11]([N:1]2[C:9]3[C:4](=[CH:5][CH:6]=[CH:7][CH:8]=3)[CH:3]=[CH:2]2)=[CH:12][CH:13]=1.